Dataset: Full USPTO retrosynthesis dataset with 1.9M reactions from patents (1976-2016). Task: Predict the reactants needed to synthesize the given product. (1) Given the product [Cl:1][C:2]1[CH:18]=[CH:17][C:5]([O:6][C:7]2[CH:12]=[CH:11][CH:10]=[CH:9][C:8]=2[CH2:13][C:14]([Cl:26])=[O:15])=[CH:4][CH:3]=1, predict the reactants needed to synthesize it. The reactants are: [Cl:1][C:2]1[CH:18]=[CH:17][C:5]([O:6][C:7]2[CH:12]=[CH:11][CH:10]=[CH:9][C:8]=2[CH2:13][C:14](O)=[O:15])=[CH:4][CH:3]=1.CN(C)C=O.O=S(Cl)[Cl:26]. (2) Given the product [F:7][C:8]1[CH:13]=[C:12]([N+:14]([O-:16])=[O:15])[CH:11]=[CH:10][C:9]=1[P:2]([CH3:1])(=[O:6])[O:3][CH2:4][CH3:5], predict the reactants needed to synthesize it. The reactants are: [CH3:1][PH:2](=[O:6])[O:3][CH2:4][CH3:5].[F:7][C:8]1[CH:13]=[C:12]([N+:14]([O-:16])=[O:15])[CH:11]=[CH:10][C:9]=1I.CCN(C(C)C)C(C)C.